This data is from Forward reaction prediction with 1.9M reactions from USPTO patents (1976-2016). The task is: Predict the product of the given reaction. (1) Given the reactants [F:1][C:2]([F:31])([F:30])[C@H:3]1[CH2:8][CH2:7][C@H:6]([NH:9][C:10](=[O:29])[C:11]2[CH:16]=[C:15]([N+:17]([O-])=O)[C:14]([NH:20][CH3:21])=[N:13][C:12]=2[N:22]2[CH2:27][CH2:26][CH:25]([F:28])[CH2:24][CH2:23]2)[CH2:5][CH2:4]1, predict the reaction product. The product is: [F:31][C:2]([F:1])([F:30])[C@H:3]1[CH2:8][CH2:7][C@H:6]([NH:9][C:10](=[O:29])[C:11]2[CH:16]=[C:15]([NH2:17])[C:14]([NH:20][CH3:21])=[N:13][C:12]=2[N:22]2[CH2:27][CH2:26][CH:25]([F:28])[CH2:24][CH2:23]2)[CH2:5][CH2:4]1. (2) Given the reactants C[Si](C)(C)[N-][Si](C)(C)C.[K+].[Cl:11][C:12]1[CH:13]=[C:14]([CH:19]([CH2:22][CH2:23][CH2:24][O:25][CH:26]2[CH2:31][CH2:30][O:29][CH2:28][CH2:27]2)[C:20]#[N:21])[CH:15]=[CH:16][C:17]=1[Cl:18].Br[CH2:33][CH2:34][C:35]([O:37][CH2:38][CH3:39])=[O:36], predict the reaction product. The product is: [CH2:38]([O:37][C:35](=[O:36])[CH2:34][CH2:33][C:19]([C:20]#[N:21])([C:14]1[CH:15]=[CH:16][C:17]([Cl:18])=[C:12]([Cl:11])[CH:13]=1)[CH2:22][CH2:23][CH2:24][O:25][CH:26]1[CH2:31][CH2:30][O:29][CH2:28][CH2:27]1)[CH3:39].